This data is from Reaction yield outcomes from USPTO patents with 853,638 reactions. The task is: Predict the reaction yield, written as a fraction of the theoretical maximum amount of product (1.0 means a 100% yield; for example, 0.34 means a 34% yield). (1) The reactants are Cl[C:2]1[N:7]=[C:6]([C:8]([O:10][CH3:11])=[O:9])[CH:5]=[C:4]([CH3:12])[N:3]=1.[C:13]([NH2:17])(=[O:16])[CH2:14][CH3:15]. No catalyst specified. The product is [CH3:12][C:4]1[N:3]=[C:2]([NH:17][C:13](=[O:16])[CH2:14][CH3:15])[N:7]=[C:6]([C:8]([O:10][CH3:11])=[O:9])[CH:5]=1. The yield is 0.610. (2) The reactants are [OH:1][C@H:2]([C:16]1[CH:21]=[CH:20][C:19]([OH:22])=[CH:18][CH:17]=1)[C@@H:3]([N:5]1C(=O)C2C(=CC=CC=2)C1=O)[CH3:4]. The catalyst is CO.CN. The product is [NH2:5][C@@H:3]([CH3:4])[C@@H:2]([C:16]1[CH:21]=[CH:20][C:19]([OH:22])=[CH:18][CH:17]=1)[OH:1]. The yield is 0.540. (3) The reactants are [C:1](/[C:4](/[C:10](=O)[C:11]([F:14])([F:13])[F:12])=[CH:5]\[NH:6][C:7]([NH2:9])=O)(=[O:3])[CH3:2].O=P(Cl)(Cl)[Cl:18]. The catalyst is O. The product is [Cl:18][C:7]1[N:9]=[C:10]([C:11]([F:14])([F:13])[F:12])[C:4]([C:1](=[O:3])[CH3:2])=[CH:5][N:6]=1. The yield is 0.427. (4) The reactants are [Cl:1][C:2]1[CH:7]=[CH:6][CH:5]=[CH:4][C:3]=1[S:8]([C:11]1[CH:18]=[CH:17][C:14](C#N)=[C:13](C)[CH:12]=1)(=[O:10])=[O:9].[C:20]([OH:23])(=[O:22])[CH3:21].S(=O)(=O)(O)O. The catalyst is O. The product is [Cl:1][C:2]1[CH:7]=[CH:6][CH:5]=[CH:4][C:3]=1[S:8]([C:11]1[CH:18]=[CH:17][C:21]([C:20]([OH:23])=[O:22])=[C:13]([CH3:14])[CH:12]=1)(=[O:9])=[O:10]. The yield is 0.670. (5) The reactants are [OH:1][CH2:2][C:3]1[O:4][CH:5]=[C:6]([OH:10])[C:7](=[O:9])[CH:8]=1.C(N(CC)CC)C.[C:18](OC(=O)C)(=[O:20])[CH3:19].C(OCC)(=O)C. The catalyst is ClCCl. The product is [C:18]([O:10][C:6]1[C:7](=[O:9])[CH:8]=[C:3]([CH2:2][OH:1])[O:4][CH:5]=1)(=[O:20])[CH3:19]. The yield is 0.320. (6) The product is [CH3:38][O:39][C:15](=[O:16])[C:10]1[C:9]([NH:8][C:6]([O:5][C:2]([CH3:3])([CH3:1])[CH3:4])=[O:7])=[CH:14][CH:13]=[N:12][CH:11]=1. No catalyst specified. The reactants are [CH3:1][C:2]([O:5][C:6]([NH:8][C:9]1[CH:14]=[CH:13][N:12]=[CH:11][C:10]=1[CH:15]=[O:16])=[O:7])([CH3:4])[CH3:3].IN1C(=O)CCC1=O.C(=O)([O-])[O-].[K+].[K+].[O-]S([O-])(=S)=O.[Na+].[Na+].[CH3:38][OH:39]. The yield is 0.960. (7) The reactants are [C:1]([C:4]1[CH:5]=[C:6]2[C:11](=[O:12])[O:10][C:8](=O)[C:7]2=[CH:13][CH:14]=1)([OH:3])=[O:2].[NH2:15][C:16]1[CH:24]=[CH:23][C:19]([C:20]([OH:22])=[O:21])=[CH:18][CH:17]=1. No catalyst specified. The product is [C:1]([C:4]1[CH:5]=[C:6]2[C:11](=[O:12])[N:15]([C:16]3[CH:24]=[CH:23][C:19]([C:20]([OH:22])=[O:21])=[CH:18][CH:17]=3)[C:8](=[O:10])[C:7]2=[CH:13][CH:14]=1)([OH:3])=[O:2]. The yield is 0.550.